This data is from Forward reaction prediction with 1.9M reactions from USPTO patents (1976-2016). The task is: Predict the product of the given reaction. (1) Given the reactants [CH3:1][O:2][C:3](=[O:13])[C:4]1[CH:9]=[CH:8][CH:7]=[C:6]([O:10][CH3:11])[C:5]=1N.Cl.N([O-])=O.[Na+].[Cu][C:20]#[N:21], predict the reaction product. The product is: [C:20]([C:5]1[C:6]([O:10][CH3:11])=[CH:7][CH:8]=[CH:9][C:4]=1[C:3]([O:2][CH3:1])=[O:13])#[N:21]. (2) The product is: [NH2:36][C:34]1[CH:33]=[CH:32][C:3]([O:4][C:5]2[C:14]3[C:9](=[CH:10][C:11]([O:17][CH2:18][CH:19]4[CH2:24][CH2:23][N:22]([C:25]([O:27][C:28]([CH3:30])([CH3:31])[CH3:29])=[O:26])[CH2:21][CH2:20]4)=[C:12]([O:15][CH3:16])[CH:13]=3)[N:8]=[CH:7][CH:6]=2)=[C:2]([F:1])[CH:35]=1. Given the reactants [F:1][C:2]1[CH:35]=[C:34]([N+:36]([O-])=O)[CH:33]=[CH:32][C:3]=1[O:4][C:5]1[C:14]2[C:9](=[CH:10][C:11]([O:17][CH2:18][CH:19]3[CH2:24][CH2:23][N:22]([C:25]([O:27][C:28]([CH3:31])([CH3:30])[CH3:29])=[O:26])[CH2:21][CH2:20]3)=[C:12]([O:15][CH3:16])[CH:13]=2)[N:8]=[CH:7][CH:6]=1.[Cl-].[NH4+], predict the reaction product. (3) Given the reactants [N+:1]([C:4]1[CH:5]=[C:6]2[C:10](=[CH:11][CH:12]=1)[NH:9][N:8]=[CH:7]2)([O-:3])=[O:2].C(=O)([O-])[O-].[Cs+].[Cs+].Br[CH2:20][CH2:21][O:22][CH:23]1[CH2:28][CH2:27][CH2:26][CH2:25][O:24]1, predict the reaction product. The product is: [N+:1]([C:4]1[CH:5]=[C:6]2[C:10](=[CH:11][CH:12]=1)[N:9]([CH2:20][CH2:21][O:22][CH:23]1[CH2:28][CH2:27][CH2:26][CH2:25][O:24]1)[N:8]=[CH:7]2)([O-:3])=[O:2]. (4) Given the reactants Br[CH2:2][C:3]([C:5]1[CH:10]=[CH:9][C:8]([N+:11]([O-:13])=[O:12])=[C:7]([CH3:14])[CH:6]=1)=[O:4].ClCC(C1C=CC([N+]([O-])=O)=C(C)C=1)=O.[BH4-].[Na+].C[O-].[Na+], predict the reaction product. The product is: [CH3:14][C:7]1[CH:6]=[C:5]([CH:3]2[CH2:2][O:4]2)[CH:10]=[CH:9][C:8]=1[N+:11]([O-:13])=[O:12]. (5) The product is: [CH:1]1([C:4]2[CH:9]=[CH:8][N:7]=[C:6]([NH:10][C:11]3[CH:16]=[C:15]([C:28]4[S:32][CH:31]=[N:30][CH:29]=4)[CH:14]=[C:13]([CH3:26])[CH:12]=3)[N:5]=2)[CH2:3][CH2:2]1. Given the reactants [CH:1]1([C:4]2[CH:9]=[CH:8][N:7]=[C:6]([NH:10][C:11]3[CH:16]=[C:15](B4OC(C)(C)C(C)(C)O4)[CH:14]=[C:13]([CH3:26])[CH:12]=3)[N:5]=2)[CH2:3][CH2:2]1.Br[C:28]1[S:32][CH:31]=[N:30][CH:29]=1.C(=O)([O-])[O-].[Na+].[Na+], predict the reaction product. (6) Given the reactants [N+:1]([C:4]1[CH:5]=[C:6]2[C:10](=[CH:11][CH:12]=1)[C:9](=[O:13])[NH:8][C:7]2=[O:14])([O-:3])=[O:2].C([O-])([O-])=O.[K+].[K+].Br[CH2:22][C:23]([O:25][CH3:26])=[O:24].CCO, predict the reaction product. The product is: [N+:1]([C:4]1[CH:5]=[C:6]2[C:10](=[CH:11][CH:12]=1)[C:9](=[O:13])[N:8]([CH2:22][C:23]([O:25][CH3:26])=[O:24])[C:7]2=[O:14])([O-:3])=[O:2].